The task is: Predict which catalyst facilitates the given reaction.. This data is from Catalyst prediction with 721,799 reactions and 888 catalyst types from USPTO. (1) Reactant: [CH3:1][C:2]1[C:20]([N+:21]([O-:23])=[O:22])=[CH:19][CH:18]=[CH:17][C:3]=1[C:4]([CH:6](C(OCC)=O)C(OCC)=O)=[O:5].OS(O)(=O)=O.[OH-].[Na+]. Product: [CH3:1][C:2]1[C:20]([N+:21]([O-:23])=[O:22])=[CH:19][CH:18]=[CH:17][C:3]=1[C:4](=[O:5])[CH3:6]. The catalyst class is: 86. (2) Reactant: [CH3:1][O:2][C:3]1[CH:4]=[C:5]([CH:9]=[CH:10][N:11]=1)[C:6]([OH:8])=O.[C:12]([O:16][C:17]([N:19]1[CH2:24][CH2:23][C:22]([NH2:27])([C:25]#[N:26])[CH2:21][CH2:20]1)=[O:18])([CH3:15])([CH3:14])[CH3:13].C([O-])(O)=O.[Na+]. Product: [C:12]([O:16][C:17]([N:19]1[CH2:20][CH2:21][C:22]([C:25]#[N:26])([NH:27][C:6]([C:5]2[CH:9]=[CH:10][N:11]=[C:3]([O:2][CH3:1])[CH:4]=2)=[O:8])[CH2:23][CH2:24]1)=[O:18])([CH3:15])([CH3:13])[CH3:14]. The catalyst class is: 14. (3) Reactant: [CH2:1]([N:3]([CH2:17][CH3:18])[C:4]1[CH:13]=[C:12]2[C:7]([CH:8]=[C:9]([CH:15]=O)[C:10](=[O:14])[O:11]2)=[CH:6][CH:5]=1)[CH3:2].[Br-:19].[C:20]([CH2:23][CH2:24][CH2:25][CH2:26][CH2:27][N+:28]1[CH:33]=[CH:32][CH:31]=[CH:30][C:29]=1[CH3:34])([OH:22])=[O:21]. Product: [Br-:19].[C:20]([CH2:23][CH2:24][CH2:25][CH2:26][CH2:27][N+:28]1[CH:33]=[CH:32][CH:31]=[CH:30][C:29]=1/[CH:34]=[CH:15]/[C:9]1[C:10](=[O:14])[O:11][C:12]2[C:7]([CH:8]=1)=[CH:6][CH:5]=[C:4]([N:3]([CH2:17][CH3:18])[CH2:1][CH3:2])[CH:13]=2)([OH:22])=[O:21]. The catalyst class is: 548. (4) Reactant: C(NC(C)C)(C)C.[Li]CCCC.[F:13][C:14]1[CH:19]=[CH:18][CH:17]=[CH:16][N:15]=1.[B:20]([O:29][CH:30]([CH3:32])[CH3:31])([O:25][CH:26]([CH3:28])[CH3:27])OC(C)C.OC(C(O)(C)C)(C)C.CC(O)=O. Product: [F:13][C:14]1[C:19]([B:20]2[O:25][C:26]([CH3:27])([CH3:28])[C:30]([CH3:31])([CH3:32])[O:29]2)=[CH:18][CH:17]=[CH:16][N:15]=1. The catalyst class is: 116. (5) Product: [Br:13][CH:8]1[CH2:7][CH2:6][CH2:5][CH2:4][CH:3]([C:9]([O:11][CH3:12])=[O:10])[C:2]1=[O:1]. The catalyst class is: 53. Reactant: [O:1]=[C:2]1[CH2:8][CH2:7][CH2:6][CH2:5][CH2:4][CH:3]1[C:9]([O:11][CH3:12])=[O:10].[Br:13]Br. (6) Reactant: [CH3:1][O:2][C:3]([CH2:5][O:6][C:7]1[CH:12]=[CH:11][CH:10]=[CH:9][C:8]=1[OH:13])=[O:4].F[C:15]1[CH:20]=[C:19]([N:21]2[C:26](=[O:27])[CH:25]=[C:24]([C:28]([F:31])([F:30])[F:29])[N:23]([CH3:32])[C:22]2=[O:33])[C:18]([F:34])=[CH:17][C:16]=1[N+:35]([O-:37])=[O:36].C(=O)([O-])[O-].[K+].[K+].Cl. Product: [CH3:1][O:2][C:3]([CH2:5][O:6][C:7]1[CH:12]=[CH:11][CH:10]=[CH:9][C:8]=1[O:13][C:15]1[CH:20]=[C:19]([N:21]2[C:26](=[O:27])[CH:25]=[C:24]([C:28]([F:30])([F:31])[F:29])[N:23]([CH3:32])[C:22]2=[O:33])[C:18]([F:34])=[CH:17][C:16]=1[N+:35]([O-:37])=[O:36])=[O:4]. The catalyst class is: 9.